This data is from hERG potassium channel inhibition data for cardiac toxicity prediction from Karim et al.. The task is: Regression/Classification. Given a drug SMILES string, predict its toxicity properties. Task type varies by dataset: regression for continuous values (e.g., LD50, hERG inhibition percentage) or binary classification for toxic/non-toxic outcomes (e.g., AMES mutagenicity, cardiotoxicity, hepatotoxicity). Dataset: herg_karim. (1) The compound is CCN1CCN(C(=O)NC(C(=O)NC2C(=O)N3C2SC(C)(C)C3C(=O)O)c2ccccc2)C(=O)C1=O. The result is 0 (non-blocker). (2) The compound is Cc1[nH]c(/C=C2\C(=O)Nc3ccc(F)cc32)c(C)c1NC(=O)[C@H]1CCCN1.Cl. The result is 1 (blocker). (3) The molecule is O=C(NCCN1CCCCC1)c1ccc2c(c1)CCC2N1CCC(NC(=O)c2cc(=O)c3ccc(F)cc3o2)CC1. The result is 0 (non-blocker). (4) The compound is N[C@@H](Cn1c(=O)cnc2ccc(F)cc21)C1CCC(NCc2ccc3c(n2)NC(=O)CO3)CC1. The result is 0 (non-blocker). (5) The drug is CC(C)NC[C@@H](O)c1ccc(NS(C)(=O)=O)cc1. The result is 0 (non-blocker).